Dataset: Forward reaction prediction with 1.9M reactions from USPTO patents (1976-2016). Task: Predict the product of the given reaction. (1) The product is: [Cl:40][C:39]1[CH:38]=[CH:37][CH:36]=[C:35]([Cl:41])[C:34]=1[C:33]1[C:26]2[O:25][CH:24]([CH2:23][NH2:20])[CH2:29][S:28][C:27]=2[CH:30]=[C:31]([F:42])[CH:32]=1. Given the reactants C1C=CC(P(C2C=CC=CC=2)C2C=CC=CC=2)=CC=1.[N:20]([CH2:23][CH:24]1[CH2:29][S:28][C:27]2[CH:30]=[C:31]([F:42])[CH:32]=[C:33]([C:34]3[C:39]([Cl:40])=[CH:38][CH:37]=[CH:36][C:35]=3[Cl:41])[C:26]=2[O:25]1)=[N+]=[N-].O, predict the reaction product. (2) Given the reactants Br[C:2]1[CH:3]=[N:4][N:5]([CH3:18])[C:6]=1[C:7]1[CH:8]=[C:9]([C:14]([O:16][CH3:17])=[O:15])[S:10][C:11]=1[CH2:12][CH3:13].C(=O)([O-])[O-].[K+].[K+].O1CCO[CH2:27][CH2:26]1, predict the reaction product. The product is: [CH:26]([C:2]1[CH:3]=[N:4][N:5]([CH3:18])[C:6]=1[C:7]1[CH:8]=[C:9]([C:14]([O:16][CH3:17])=[O:15])[S:10][C:11]=1[CH2:12][CH3:13])=[CH2:27]. (3) Given the reactants [CH3:1][N:2]1[CH:6]=[C:5]([N+:7]([O-:9])=[O:8])[C:4]([C:10]([OH:12])=O)=[N:3]1.[NH2:13][CH2:14][C:15]([CH3:18])([OH:17])[CH3:16].C(NC(C)C)(C)C.CCCP1(OP(CCC)(=O)OP(CCC)(=O)O1)=O, predict the reaction product. The product is: [OH:17][C:15]([CH3:18])([CH3:16])[CH2:14][NH:13][C:10]([C:4]1[C:5]([N+:7]([O-:9])=[O:8])=[CH:6][N:2]([CH3:1])[N:3]=1)=[O:12]. (4) Given the reactants [NH2:1][C:2]1[CH:7]=[C:6](Cl)[N:5]=[C:4]([C:9]#[N:10])[C:3]=1[N+:11]([O-:13])=[O:12].[F:14][C:15]([F:26])([F:25])[C:16]1[CH:17]=[C:18](B(O)O)[CH:19]=[CH:20][CH:21]=1.C(=O)([O-])[O-].[K+].[K+], predict the reaction product. The product is: [NH2:1][C:2]1[CH:7]=[C:6]([C:20]2[CH:19]=[CH:18][CH:17]=[C:16]([C:15]([F:26])([F:25])[F:14])[CH:21]=2)[N:5]=[C:4]([C:9]#[N:10])[C:3]=1[N+:11]([O-:13])=[O:12].